This data is from Reaction yield outcomes from USPTO patents with 853,638 reactions. The task is: Predict the reaction yield, written as a fraction of the theoretical maximum amount of product (1.0 means a 100% yield; for example, 0.34 means a 34% yield). (1) The reactants are [CH:1]1([C:6]([CH:8]([C:12]2[CH:17]=[CH:16][CH:15]=[CH:14][CH:13]=2)[CH2:9][CH:10]=O)=[O:7])[CH2:5][CH2:4][CH2:3][CH2:2]1.[CH3:18][O:19][C:20]1[CH:25]=[CH:24][CH:23]=[CH:22][C:21]=1[N:26]1[CH2:31][CH2:30][NH:29][CH2:28][CH2:27]1.[Na]. No catalyst specified. The product is [CH3:18][O:19][C:20]1[CH:25]=[CH:24][CH:23]=[CH:22][C:21]=1[N:26]1[CH2:31][CH2:30][N:29]([CH2:10][CH2:9][CH:8]([C:6]([CH:1]2[CH2:5][CH2:4][CH2:3][CH2:2]2)=[O:7])[C:12]2[CH:17]=[CH:16][CH:15]=[CH:14][CH:13]=2)[CH2:28][CH2:27]1. The yield is 0.670. (2) The reactants are C1(P(C2C=CC=CC=2)C2C=CC=CC=2)C=CC=CC=1.N1C=CC=CC=1.[CH3:26][C:27]1([C:51]([NH2:53])=[O:52])[C:32]([CH3:34])([CH3:33])[S:31][CH2:30][CH2:29][N:28]1[S:35]([C:38]1[CH:43]=[CH:42][C:41]([O:44][CH2:45][C:46]#[C:47][CH2:48][CH2:49]O)=[CH:40][CH:39]=1)(=[O:37])=[O:36].C(Br)(Br)(Br)[Br:55]. The catalyst is C1COCC1. The product is [CH3:26][C:27]1([C:51]([NH2:53])=[O:52])[C:32]([CH3:34])([CH3:33])[S:31][CH2:30][CH2:29][N:28]1[S:35]([C:38]1[CH:43]=[CH:42][C:41]([O:44][CH2:45][C:46]#[C:47][CH2:48][CH2:49][Br:55])=[CH:40][CH:39]=1)(=[O:37])=[O:36]. The yield is 0.870. (3) The reactants are [NH2:1][C:2]1[N:7]=[N:6][C:5]([CH2:8][CH2:9][CH2:10][CH2:11][N:12]2[CH:16]=[C:15]([C:17]([O:19][C:20]([CH3:23])([CH3:22])[CH3:21])=[O:18])[N:14]=[N:13]2)=[CH:4][CH:3]=1.N1C=CC=CC=1.[F:30][C:31]([F:44])([F:43])[O:32][C:33]1[CH:34]=[C:35]([CH2:39][C:40](O)=[O:41])[CH:36]=[CH:37][CH:38]=1.C(P1(=O)OP(CCC)(=O)OP(CCC)(=O)O1)CC. No catalyst specified. The product is [F:30][C:31]([F:43])([F:44])[O:32][C:33]1[CH:34]=[C:35]([CH2:39][C:40]([NH:1][C:2]2[N:7]=[N:6][C:5]([CH2:8][CH2:9][CH2:10][CH2:11][N:12]3[CH:16]=[C:15]([C:17]([O:19][C:20]([CH3:23])([CH3:22])[CH3:21])=[O:18])[N:14]=[N:13]3)=[CH:4][CH:3]=2)=[O:41])[CH:36]=[CH:37][CH:38]=1. The yield is 0.780. (4) The reactants are [F:1][C:2]1[CH:3]=[C:4]([NH:14][CH2:15][C:16]([O:18][CH3:19])=[O:17])[CH:5]=[CH:6][C:7]=1[N:8]1[CH2:13][CH2:12][O:11][CH2:10][CH2:9]1.CN(C1C=CC=CN=1)C.C(N(CC)CC)C.Cl[C:37]([O:39][CH2:40][CH:41]([CH3:43])[CH3:42])=[O:38]. The catalyst is ClCCCl.C(Cl)Cl. The product is [F:1][C:2]1[CH:3]=[C:4]([N:14]([C:37]([O:39][CH2:40][CH:41]([CH3:43])[CH3:42])=[O:38])[CH2:15][C:16]([O:18][CH3:19])=[O:17])[CH:5]=[CH:6][C:7]=1[N:8]1[CH2:9][CH2:10][O:11][CH2:12][CH2:13]1. The yield is 0.800. (5) The reactants are FC1C=CC=C(OC)C=1OC1C([N+]([O-])=O)=C(C)C=CC=1.BrN1C(=O)CCC1=O.C(OO[C:39](=[O:46])C1C=CC=CC=1)(=O)C1C=CC=CC=1.CN1CCNCC1.[F:54][C:55]1[CH:76]=[CH:75][CH:74]=[C:73]([O:77][CH3:78])[C:56]=1[O:57][C:58]1[CH:64]=[C:63]([CH2:65][N:66]2[CH2:71][CH2:70][N:69]([CH3:72])[CH2:68][CH2:67]2)[CH:62]=[CH:61][C:59]=1[NH2:60].[NH2:79][C:80]1[S:81][CH:82]=[CH:83][N:84]=1. The catalyst is C(Cl)(Cl)(Cl)Cl.C1COCC1. The product is [F:54][C:55]1[CH:76]=[CH:75][CH:74]=[C:73]([O:77][CH3:78])[C:56]=1[O:57][C:58]1[CH:64]=[C:63]([CH2:65][N:66]2[CH2:67][CH2:68][N:69]([CH3:72])[CH2:70][CH2:71]2)[CH:62]=[CH:61][C:59]=1[NH:60][C:39]([NH:79][C:80]1[S:81][CH:82]=[CH:83][N:84]=1)=[O:46]. The yield is 0.550. (6) The reactants are [OH:1][CH2:2][CH:3]([C:17]1[S:18][CH:19]=[CH:20][CH:21]=1)[C:4]([O:6][CH2:7][C:8]1[C:13]([CH3:14])=[CH:12][C:11]([CH3:15])=[CH:10][C:9]=1[CH3:16])=[O:5].N1C=CC=CC=1.[C:28](OC(=O)C)(=[O:30])[CH3:29]. The catalyst is ClCCl.C(Cl)(Cl)Cl. The product is [C:28]([O:1][CH2:2][CH:3]([C:17]1[S:18][CH:19]=[CH:20][CH:21]=1)[C:4]([O:6][CH2:7][C:8]1[C:9]([CH3:16])=[CH:10][C:11]([CH3:15])=[CH:12][C:13]=1[CH3:14])=[O:5])(=[O:30])[CH3:29]. The yield is 0.780. (7) The reactants are [F:1][C:2]([F:20])([F:19])[C:3]1(C(O)=O)[CH:7]=[CH:6][N:5]([C:8]2[CH:13]=[CH:12][CH:11]=[C:10]([C:14]#[N:15])[CH:9]=2)[NH:4]1.S(Cl)(Cl)=O.CC([CH:29]1[C:33]2[CH:34]=[CH:35][CH:36]=[C:37]([C:38]3[CH:43]=[CH:42][C:41]([NH2:44])=[CH:40][CH:39]=3)[C:32]=2[S:31](=[O:46])(=[O:45])[N:30]1[C:47]([O-:49])=[O:48])(C)C.FC(F)(F)[C:52]([OH:54])=O. The catalyst is C(#N)C.CN(C1C=CN=CC=1)C.C(Cl)Cl.CO.[Pd]. The product is [NH2:15][CH2:14][C:10]1[CH:9]=[C:8]([N:5]2[C:6]([C:52]([NH:44][C:41]3[CH:40]=[CH:39][C:38]([C:37]4[C:32]5[S:31](=[O:46])(=[O:45])[N:30]([C:47]([O:49][C:10]([CH3:14])([CH3:11])[CH3:9])=[O:48])[CH2:29][C:33]=5[CH:34]=[CH:35][CH:36]=4)=[CH:43][CH:42]=3)=[O:54])=[CH:7][C:3]([C:2]([F:1])([F:19])[F:20])=[N:4]2)[CH:13]=[CH:12][CH:11]=1. The yield is 0.150. (8) The reactants are O[CH2:2][C:3]1[N:4]([CH2:14][CH2:15][OH:16])[C:5]2[C:10]([CH:11]=1)=[CH:9][C:8]([O:12][CH3:13])=[CH:7][CH:6]=2.[H-].[Na+].S(Cl)(C1C=CC(C)=CC=1)(=O)=O.[Cl-].[NH4+]. The catalyst is CN(C=O)C. The product is [CH3:13][O:12][C:8]1[CH:9]=[C:10]2[C:5]([N:4]3[C:3](=[CH:11]2)[CH2:2][O:16][CH2:15][CH2:14]3)=[CH:6][CH:7]=1. The yield is 0.300.